This data is from Forward reaction prediction with 1.9M reactions from USPTO patents (1976-2016). The task is: Predict the product of the given reaction. (1) The product is: [CH:17]1([CH:15]([C:11]2[C:12]([CH3:14])=[CH:13][N:9]([C:4]3[CH:5]=[CH:6][CH:7]=[CH:8][C:3]=3[O:2][CH3:1])[N:10]=2)[OH:16])[CH2:22][CH2:21][CH2:20][CH2:19][CH2:18]1. Given the reactants [CH3:1][O:2][C:3]1[CH:8]=[CH:7][CH:6]=[CH:5][C:4]=1[N:9]1[CH:13]=[C:12]([CH3:14])[C:11]([CH:15]=[O:16])=[N:10]1.[CH:17]1([Mg]Br)[CH2:22][CH2:21][CH2:20][CH2:19][CH2:18]1, predict the reaction product. (2) Given the reactants C[O:2][C:3](=[O:38])[C:4]1[CH:37]=[CH:36][C:7]([C:8]([NH:10][C:11]2[C:16]([CH3:17])=[CH:15][C:14]([O:18][CH2:19][C:20]3[C:21]([C:28]4[C:33]([Cl:34])=[CH:32][CH:31]=[CH:30][C:29]=4[Cl:35])=[N:22][O:23][C:24]=3[CH:25]([CH3:27])[CH3:26])=[CH:13][N:12]=2)=[O:9])=[CH:6][CH:5]=1.[H-].[Na+].[CH3:41]I.[OH-].[Na+], predict the reaction product. The product is: [Cl:35][C:29]1[CH:30]=[CH:31][CH:32]=[C:33]([Cl:34])[C:28]=1[C:21]1[C:20]([CH2:19][O:18][C:14]2[CH:15]=[C:16]([CH3:17])[C:11]([N:10]([CH3:41])[C:8](=[O:9])[C:7]3[CH:36]=[CH:37][C:4]([C:3]([OH:2])=[O:38])=[CH:5][CH:6]=3)=[N:12][CH:13]=2)=[C:24]([CH:25]([CH3:27])[CH3:26])[O:23][N:22]=1. (3) Given the reactants [C:1]1(=[O:11])[NH:5][C:4](=[O:6])[C:3]2=[CH:7][CH:8]=[CH:9][CH:10]=[C:2]12.[K].O, predict the reaction product. The product is: [C:4]([CH2:3][CH2:2][CH2:1][N:5]1[C:1](=[O:11])[C:2]2=[CH:10][CH:9]=[CH:8][CH:7]=[C:3]2[C:4]1=[O:6])#[N:5]. (4) Given the reactants COC1C=CC(C[N:8](CC2C=CC(OC)=CC=2)[C:9]2[N:14]=[C:13]([CH3:15])[N:12]=[C:11]([C:16]3[CH:17]=[C:18]([CH:31]([OH:45])[C:32]4[CH:37]=[C:36]([Br:38])[CH:35]=[CH:34][C:33]=4[S:39]([N:42]([CH3:44])[CH3:43])(=[O:41])=[O:40])[CH:19]=[N:20][C:21]=3[NH:22][C:23]3[CH:24]=[N:25][C:26]([O:29][CH3:30])=[CH:27][CH:28]=3)[N:10]=2)=CC=1.C(O)(C(F)(F)F)=O.C([SiH](CC)CC)C, predict the reaction product. The product is: [NH2:8][C:9]1[N:14]=[C:13]([CH3:15])[N:12]=[C:11]([C:16]2[CH:17]=[C:18]([CH:31]([OH:45])[C:32]3[CH:37]=[C:36]([Br:38])[CH:35]=[CH:34][C:33]=3[S:39]([N:42]([CH3:43])[CH3:44])(=[O:41])=[O:40])[CH:19]=[N:20][C:21]=2[NH:22][C:23]2[CH:24]=[N:25][C:26]([O:29][CH3:30])=[CH:27][CH:28]=2)[N:10]=1. (5) Given the reactants Cl.[C:2](Cl)(=[O:9])[C:3]1[CH:8]=[CH:7][N:6]=[CH:5][CH:4]=1.C(N(CC)CC)C.O1CCCC1.Cl.[NH2:24][C:25]1[C:26]([OH:34])=[C:27]([CH:31]=[CH:32][CH:33]=1)[C:28]([OH:30])=[O:29], predict the reaction product. The product is: [OH:34][C:26]1[C:25]([NH:24][C:2](=[O:9])[C:3]2[CH:8]=[CH:7][N:6]=[CH:5][CH:4]=2)=[CH:33][CH:32]=[CH:31][C:27]=1[C:28]([OH:30])=[O:29]. (6) Given the reactants Br[C:2]1[CH:7]=[C:6]([F:8])[CH:5]=[CH:4][C:3]=1[C:9]1([NH2:12])[CH2:11][CH2:10]1.CCN(C(C)C)C(C)C.CN([CH:25]=[O:26])C, predict the reaction product. The product is: [F:8][C:6]1[CH:7]=[C:2]2[C:3](=[CH:4][CH:5]=1)[C:9]1([CH2:11][CH2:10]1)[NH:12][C:25]2=[O:26]. (7) Given the reactants CS(C)=O.N#N.C(Cl)(=O)C(Cl)=O.[Cl:13][C:14]1[CH:15]=[C:16]2[C:21](=[CH:22][CH:23]=1)[C@@:20]1([CH2:29][O:28][C:27]3[CH:30]=[CH:31][C:32]([C:34]([O:36][CH3:37])=[O:35])=[CH:33][C:26]=3[N:25]([CH2:38][C@@H:39]3[CH2:42][CH2:41][C@H:40]3[CH2:43][OH:44])[CH2:24]1)[CH2:19][CH2:18][CH2:17]2.CCN(CC)CC, predict the reaction product. The product is: [Cl:13][C:14]1[CH:15]=[C:16]2[C:21](=[CH:22][CH:23]=1)[C@@:20]1([CH2:29][O:28][C:27]3[CH:30]=[CH:31][C:32]([C:34]([O:36][CH3:37])=[O:35])=[CH:33][C:26]=3[N:25]([CH2:38][C@@H:39]3[CH2:42][CH2:41][C@H:40]3[CH:43]=[O:44])[CH2:24]1)[CH2:19][CH2:18][CH2:17]2. (8) Given the reactants FC(F)(F)S(O[C:7]1[C:15]2[CH2:14][CH2:13][N:12](C(OC(C)(C)C)=O)[CH2:11][C:10]=2[NH:9][N:8]=1)(=O)=O.[H-].[Na+].C[Si](C)(C)[CH2:29][CH2:30]OCCl.O, predict the reaction product. The product is: [C:30]1([C:7]2[C:15]3[CH2:14][CH2:13][NH:12][CH2:11][C:10]=3[NH:9][N:8]=2)[CH:29]=[CH:14][CH:15]=[CH:10][CH:11]=1. (9) Given the reactants [H-].[Al+3].[Li+].[H-].[H-].[H-].[NH2:7][C:8]1[N:12]([CH3:13])[N:11]=[CH:10][C:9]=1[C:14]([NH:16][CH2:17][CH2:18][NH:19][C:20]([C:33]1[CH:38]=[CH:37][CH:36]=[CH:35][CH:34]=1)([C:27]1[CH:32]=[CH:31][CH:30]=[CH:29][CH:28]=1)[C:21]1[CH:26]=[CH:25][CH:24]=[CH:23][CH:22]=1)=O.[F-].[Na+], predict the reaction product. The product is: [NH2:7][C:8]1[N:12]([CH3:13])[N:11]=[CH:10][C:9]=1[CH2:14][NH:16][CH2:17][CH2:18][NH:19][C:20]([C:33]1[CH:38]=[CH:37][CH:36]=[CH:35][CH:34]=1)([C:27]1[CH:28]=[CH:29][CH:30]=[CH:31][CH:32]=1)[C:21]1[CH:26]=[CH:25][CH:24]=[CH:23][CH:22]=1.